This data is from Peptide-MHC class II binding affinity with 134,281 pairs from IEDB. The task is: Regression. Given a peptide amino acid sequence and an MHC pseudo amino acid sequence, predict their binding affinity value. This is MHC class II binding data. (1) The peptide sequence is KKGAAWTVYVGIVTMLSK. The MHC is DRB1_0701 with pseudo-sequence DRB1_0701. The binding affinity (normalized) is 0.528. (2) The MHC is DRB1_0101 with pseudo-sequence DRB1_0101. The binding affinity (normalized) is 0.768. The peptide sequence is WIILGLNKIVRM. (3) The peptide sequence is TKHPSLNIITQEESQ. The MHC is DRB1_0101 with pseudo-sequence DRB1_0101. The binding affinity (normalized) is 0.278. (4) The peptide sequence is GWLQIVDKIDAAFKI. The MHC is DRB5_0101 with pseudo-sequence DRB5_0101. The binding affinity (normalized) is 0.843. (5) The peptide sequence is HTQTAGPWHLGKLEL. The MHC is DRB1_1302 with pseudo-sequence DRB1_1302. The binding affinity (normalized) is 0.231. (6) The peptide sequence is LMALLTPVTMAEVRL. The MHC is DRB1_0404 with pseudo-sequence DRB1_0404. The binding affinity (normalized) is 0.787. (7) The peptide sequence is TISNNLFFNHHKVML. The MHC is DRB1_0802 with pseudo-sequence DRB1_0802. The binding affinity (normalized) is 0.291.